From a dataset of Forward reaction prediction with 1.9M reactions from USPTO patents (1976-2016). Predict the product of the given reaction. (1) Given the reactants C[O:2][C:3]1[N:8]=[CH:7][C:6]([C:9]2[C:10]([CH3:27])=[C:11]([NH:15][C:16]([C:18]3[S:22][C:21]4[CH2:23][CH2:24][CH2:25][CH2:26][C:20]=4[CH:19]=3)=[O:17])[CH:12]=[CH:13][CH:14]=2)=[CH:5][C:4]=1[NH:28][C:29]1[CH:34]=[CH:33][C:32]([N:35]2[CH2:40][CH2:39][N:38]([CH3:41])[CH2:37][CH2:36]2)=[CH:31][N:30]=1.Cl.ClCCl.O, predict the reaction product. The product is: [CH3:27][C:10]1[C:9]([C:6]2[CH:5]=[C:4]([NH:28][C:29]3[CH:34]=[CH:33][C:32]([N:35]4[CH2:36][CH2:37][N:38]([CH3:41])[CH2:39][CH2:40]4)=[CH:31][N:30]=3)[C:3](=[O:2])[NH:8][CH:7]=2)=[CH:14][CH:13]=[CH:12][C:11]=1[NH:15][C:16]([C:18]1[S:22][C:21]2[CH2:23][CH2:24][CH2:25][CH2:26][C:20]=2[CH:19]=1)=[O:17]. (2) The product is: [NH2:12][C:13]1[N:14]=[C:15]([N:24]2[CH2:25][CH2:26][N:27]([C:30](=[O:40])[CH2:31][O:32][C:33]3[CH:38]=[CH:37][C:36]([Cl:39])=[CH:35][CH:34]=3)[CH2:28][CH2:29]2)[C:16]2[N:22]=[C:21]([C:3]3[S:7][C:6]([C:8]([OH:10])=[O:9])=[CH:5][CH:4]=3)[CH:20]=[CH:19][C:17]=2[N:18]=1. Given the reactants OB(O)[C:3]1[S:7][C:6]([C:8]([OH:10])=[O:9])=[CH:5][CH:4]=1.[NH2:12][C:13]1[N:14]=[C:15]([N:24]2[CH2:29][CH2:28][N:27]([C:30](=[O:40])[CH2:31][O:32][C:33]3[CH:38]=[CH:37][C:36]([Cl:39])=[CH:35][CH:34]=3)[CH2:26][CH2:25]2)[C:16]2[N:22]=[C:21](Cl)[CH:20]=[CH:19][C:17]=2[N:18]=1, predict the reaction product. (3) Given the reactants C([O:3][C:4](=[O:33])[CH2:5][O:6][C:7]1[CH:12]=[CH:11][C:10]([S:13][C:14]2[CH:19]=[CH:18][C:17]([CH3:20])=[CH:16][C:15]=2[NH:21][C:22]2[C:31]3[C:26](=[N:27][C:28]([CH3:32])=[CH:29][CH:30]=3)[N:25]=[CH:24][CH:23]=2)=[CH:9][CH:8]=1)C.CCO, predict the reaction product. The product is: [CH3:20][C:17]1[CH:18]=[CH:19][C:14]([S:13][C:10]2[CH:11]=[CH:12][C:7]([O:6][CH2:5][C:4]([OH:33])=[O:3])=[CH:8][CH:9]=2)=[C:15]([NH:21][C:22]2[C:31]3[C:26](=[N:27][C:28]([CH3:32])=[CH:29][CH:30]=3)[N:25]=[CH:24][CH:23]=2)[CH:16]=1. (4) Given the reactants [NH:1]1[C:9]2[C:4](=[CH:5][CH:6]=[CH:7][CH:8]=2)[C:3]([CH2:10][CH2:11][C:12]([OH:14])=O)=[CH:2]1.C(N1C=CN=C1)(N1C=CN=C1)=O.[CH2:27]([N:34]1[CH2:39][CH2:38][CH:37]([CH2:40][CH2:41][NH2:42])[CH2:36][CH2:35]1)[C:28]1[CH:33]=[CH:32][CH:31]=[CH:30][CH:29]=1, predict the reaction product. The product is: [CH2:27]([N:34]1[CH2:39][CH2:38][CH:37]([CH2:40][CH2:41][NH:42][C:12](=[O:14])[CH2:11][CH2:10][C:3]2[C:4]3[C:9](=[CH:8][CH:7]=[CH:6][CH:5]=3)[NH:1][CH:2]=2)[CH2:36][CH2:35]1)[C:28]1[CH:33]=[CH:32][CH:31]=[CH:30][CH:29]=1. (5) Given the reactants CO[C:3]([C:5]1[N:6]=[CH:7][C:8]2[C:9](=[O:23])[N:10]([CH2:16][C:17]3[CH:22]=[CH:21][CH:20]=[CH:19][CH:18]=3)[CH:11]=[CH:12][C:13]=2[C:14]=1[OH:15])=[O:4].[NH2:24][CH2:25][CH2:26][C:27]([OH:29])=[O:28].C[O-].[Na+], predict the reaction product. The product is: [CH2:16]([N:10]1[C:9](=[O:23])[C:8]2[CH:7]=[N:6][C:5]([C:3]([NH:24][CH2:25][CH2:26][C:27]([OH:29])=[O:28])=[O:4])=[C:14]([OH:15])[C:13]=2[CH:12]=[CH:11]1)[C:17]1[CH:18]=[CH:19][CH:20]=[CH:21][CH:22]=1. (6) Given the reactants [CH3:1][S:2](Cl)(=[O:4])=[O:3].Cl.Cl.[C:8]1([C:14]#[C:15][C:16]2[CH:17]=[C:18]([NH2:22])[CH:19]=[N:20][CH:21]=2)[CH:13]=[CH:12][CH:11]=[CH:10][CH:9]=1.N1C=CC=CC=1.O, predict the reaction product. The product is: [C:8]1([C:14]#[C:15][C:16]2[CH:17]=[C:18]([NH:22][S:2]([CH3:1])(=[O:4])=[O:3])[CH:19]=[N:20][CH:21]=2)[CH:9]=[CH:10][CH:11]=[CH:12][CH:13]=1. (7) Given the reactants C([C:8]1[C:9]([CH3:16])=[N:10][NH:11][C:12]=1[C:13]([OH:15])=O)C1C=CC=CC=1.Cl.[NH2:18][CH2:19][C:20]1[CH:27]=[CH:26][C:23]([C:24]#[N:25])=[CH:22][C:21]=1[OH:28], predict the reaction product. The product is: [C:24]([C:23]1[CH:26]=[CH:27][C:20]([CH2:19][NH:18][C:13]([C:12]2[N:11]([CH2:19][C:20]3[CH:27]=[CH:26][CH:23]=[CH:22][CH:21]=3)[N:10]=[C:9]([CH3:16])[CH:8]=2)=[O:15])=[C:21]([OH:28])[CH:22]=1)#[N:25]. (8) Given the reactants [CH:1]1([CH2:4][O:5][C:6](=[O:26])[CH:7]([C:12]2[CH:17]=[CH:16][C:15]([N+:18]([O-])=O)=[C:14]([O:21][CH2:22][CH:23]3[CH2:25][CH2:24]3)[CH:13]=2)[CH2:8][CH:9]([CH3:11])[CH3:10])[CH2:3][CH2:2]1, predict the reaction product. The product is: [CH:1]1([CH2:4][O:5][C:6](=[O:26])[CH:7]([C:12]2[CH:17]=[CH:16][C:15]([NH2:18])=[C:14]([O:21][CH2:22][CH:23]3[CH2:25][CH2:24]3)[CH:13]=2)[CH2:8][CH:9]([CH3:11])[CH3:10])[CH2:3][CH2:2]1.